This data is from Catalyst prediction with 721,799 reactions and 888 catalyst types from USPTO. The task is: Predict which catalyst facilitates the given reaction. The catalyst class is: 58. Reactant: [C:1]([O:5][C:6]([NH:8][C@H:9]([C:12]([OH:14])=[O:13])[CH2:10][OH:11])=[O:7])([CH3:4])([CH3:3])[CH3:2].[H-].[Na+].Br[CH2:18][CH3:19].Cl. Product: [C:1]([O:5][C:6]([NH:8][C@H:9]([C:12]([OH:14])=[O:13])[CH2:10][O:11][CH2:18][CH3:19])=[O:7])([CH3:4])([CH3:2])[CH3:3].